Dataset: Cav3 T-type calcium channel HTS with 100,875 compounds. Task: Binary Classification. Given a drug SMILES string, predict its activity (active/inactive) in a high-throughput screening assay against a specified biological target. The drug is O=C1CC(CC=2NC(=C(C(C12)c1cccnc1)C(OCCOC)=O)C)(C)C. The result is 0 (inactive).